This data is from Full USPTO retrosynthesis dataset with 1.9M reactions from patents (1976-2016). The task is: Predict the reactants needed to synthesize the given product. (1) Given the product [CH3:19][C:18]1[CH:17]=[CH:16][C:15]([C:20]2[NH:21][C:22]3[CH:28]=[CH:27][C:26]([N:29]4[CH:33]=[C:32]([CH3:34])[N:31]=[CH:30]4)=[CH:25][C:23]=3[N:24]=2)=[CH:14][C:13]=1[C:2]#[C:1][C:3]1[N:7]2[N:8]=[CH:9][CH:10]=[CH:11][C:6]2=[N:5][CH:4]=1, predict the reactants needed to synthesize it. The reactants are: [C:1]([C:3]1[N:7]2[N:8]=[CH:9][CH:10]=[CH:11][C:6]2=[N:5][CH:4]=1)#[CH:2].I[C:13]1[CH:14]=[C:15]([C:20]2[NH:24][C:23]3[CH:25]=[C:26]([N:29]4[CH:33]=[C:32]([CH3:34])[N:31]=[CH:30]4)[CH:27]=[CH:28][C:22]=3[N:21]=2)[CH:16]=[CH:17][C:18]=1[CH3:19]. (2) Given the product [C:1]([O:4][CH2:5][C:6]1[CH:11]=[C:10]([O:12][CH2:22][CH2:23][NH:24][C:25]([O:26][C:27]([CH3:30])([CH3:29])[CH3:28])=[O:31])[C:9]([O:13][CH2:14][C:15]2[CH:20]=[CH:19][CH:18]=[CH:17][CH:16]=2)=[CH:8][N:7]=1)(=[O:3])[CH3:2], predict the reactants needed to synthesize it. The reactants are: [C:1]([O:4][CH2:5][C:6]1[NH:7][CH:8]=[C:9]([O:13][CH2:14][C:15]2[CH:20]=[CH:19][CH:18]=[CH:17][CH:16]=2)[C:10](=[O:12])[CH:11]=1)(=[O:3])[CH3:2].Br[CH2:22][CH2:23][NH:24][C:25](=[O:31])[O:26][C:27]([CH3:30])([CH3:29])[CH3:28].C(=O)([O-])[O-].[K+].[K+].C(OCC)(=O)C.